From a dataset of Retrosynthesis with 50K atom-mapped reactions and 10 reaction types from USPTO. Predict the reactants needed to synthesize the given product. Given the product CNc1cc(CC(C)C)ccc1-c1ccccc1S(=O)(=O)Nc1onc(C)c1C, predict the reactants needed to synthesize it. The reactants are: C=O.Cc1noc(NS(=O)(=O)c2ccccc2-c2ccc(CC(C)C)cc2N)c1C.